Dataset: Full USPTO retrosynthesis dataset with 1.9M reactions from patents (1976-2016). Task: Predict the reactants needed to synthesize the given product. (1) Given the product [CH3:11][O:12][C:13](=[O:46])[C@@H:14]([NH:34][C:35]([C@H:37]1[CH2:42][CH2:41][C@H:40]([CH:43]([CH3:44])[CH3:45])[CH2:39][CH2:38]1)=[O:36])[CH2:15][C:16]1[CH:17]=[CH:18][C:19]([O:22][CH2:23][CH2:24][NH:25][CH3:26])=[CH:20][CH:21]=1, predict the reactants needed to synthesize it. The reactants are: O1CCCC1.CCOCC.[CH3:11][O:12][C:13](=[O:46])[C@@H:14]([NH:34][C:35]([C@H:37]1[CH2:42][CH2:41][C@H:40]([CH:43]([CH3:45])[CH3:44])[CH2:39][CH2:38]1)=[O:36])[CH2:15][C:16]1[CH:21]=[CH:20][C:19]([O:22][CH2:23][CH2:24][N:25](C)[C:26](OC(C)(C)C)=O)=[CH:18][CH:17]=1.FC(F)(F)C(O)=O. (2) Given the product [Br:14][C:15]1[CH:16]=[C:17]([C:23]([F:26])([F:24])[F:25])[C:18]([CH2:21][N:10]2[C:11]3[C:7](=[CH:6][C:5]([S:2]([CH3:1])(=[O:4])=[O:3])=[CH:13][CH:12]=3)[CH:8]=[CH:9]2)=[N:19][CH:20]=1, predict the reactants needed to synthesize it. The reactants are: [CH3:1][S:2]([C:5]1[CH:6]=[C:7]2[C:11](=[CH:12][CH:13]=1)[NH:10][CH:9]=[CH:8]2)(=[O:4])=[O:3].[Br:14][C:15]1[CH:16]=[C:17]([C:23]([F:26])([F:25])[F:24])[C:18]([CH2:21]O)=[N:19][CH:20]=1. (3) Given the product [CH2:2]([C:1]1[N:29]([CH2:30][C:31]([CH3:34])([OH:33])[CH3:32])[C:28]2[C:27]3[CH:26]=[CH:25][CH:24]=[CH:23][C:22]=3[N:21]=[CH:20][C:19]=2[N:18]=1)[CH2:3][CH3:4], predict the reactants needed to synthesize it. The reactants are: [C:1](OC)(OC)(OC)[CH2:2][CH2:3][CH3:4].Cl.N1C=CC=CC=1.[NH2:18][C:19]1[CH:20]=[N:21][C:22]2[C:27]([C:28]=1[NH:29][CH2:30][C:31]([CH3:34])([OH:33])[CH3:32])=[CH:26][CH:25]=[CH:24][CH:23]=2. (4) Given the product [NH2:19][C:18]1[NH:17][N:16]=[C:15]([CH3:20])[C:14]=1[C:12]1[S:13][C:9]2[CH:8]=[CH:7][C:6]([CH2:4][OH:3])=[CH:21][C:10]=2[N:11]=1, predict the reactants needed to synthesize it. The reactants are: C([O:3][C:4]([C:6]1[CH:7]=[CH:8][C:9]2[S:13][C:12]([C:14]3[C:15]([CH3:20])=[N:16][NH:17][C:18]=3[NH2:19])=[N:11][C:10]=2[CH:21]=1)=O)C.[H-].[Al+3].[Li+].[H-].[H-].[H-].O.O.O.O.O.O.O.O.O.S([O-])([O-])(=O)=O.[Na+].[Na+].